Task: Predict the product of the given reaction.. Dataset: Forward reaction prediction with 1.9M reactions from USPTO patents (1976-2016) (1) Given the reactants [CH3:1][N:2]([CH2:4][C:5]1[CH:22]=[CH:21][C:8](/[CH:9]=[N:10]/[C:11]2[CH:19]=[CH:18][CH:17]=[C:16]3[C:12]=2[CH2:13][O:14][C:15]3=[O:20])=[CH:7][CH:6]=1)[CH3:3].[CH2:23]([C:25]1[CH:32]=[CH:31][C:28]([CH:29]=O)=[CH:27][CH:26]=1)[CH3:24].[O-:33][CH2:34][CH3:35].[Na+].C(O)C, predict the reaction product. The product is: [CH3:1][N:2]([CH2:4][C:5]1[CH:22]=[CH:21][C:8]([CH:9]2[CH:29]([C:28]3[CH:31]=[CH:32][C:25]([CH2:23][CH3:24])=[CH:26][CH:27]=3)[C:34](=[O:33])[C:35]3[C:16]([C:15]([O:14][CH2:13][CH3:12])=[O:20])=[CH:17][CH:18]=[CH:19][C:11]=3[NH:10]2)=[CH:7][CH:6]=1)[CH3:3]. (2) The product is: [N+:1]([C:4]1[C:5]([N:10]2[CH2:15][CH2:14][C:13](=[CH:16][C:17]3[O:27][C:21]4[CH:22]=[C:23]([F:26])[CH:24]=[CH:25][C:20]=4[CH:18]=3)[CH2:12][CH2:11]2)=[N:6][CH:7]=[CH:8][CH:9]=1)([O-:3])=[O:2]. Given the reactants [N+:1]([C:4]1[C:5]([N:10]2[CH2:15][CH2:14][C:13](=[CH:16][C:17]#[CH:18])[CH2:12][CH2:11]2)=[N:6][CH:7]=[CH:8][CH:9]=1)([O-:3])=[O:2].Br[C:20]1[CH:25]=[CH:24][C:23]([F:26])=[CH:22][C:21]=1[OH:27].C(N)CCC, predict the reaction product.